Dataset: Full USPTO retrosynthesis dataset with 1.9M reactions from patents (1976-2016). Task: Predict the reactants needed to synthesize the given product. (1) Given the product [O:1]1[CH:5]=[CH:4][CH:3]=[C:2]1[C:6]1[N:10]([C:11]2[CH:16]=[CH:15][CH:14]=[C:13]([B:22]3[O:26][C:25]([CH3:28])([CH3:27])[C:24]([CH3:30])([CH3:29])[O:23]3)[CH:12]=2)[N:9]=[C:8]([C:18]([F:21])([F:20])[F:19])[CH:7]=1, predict the reactants needed to synthesize it. The reactants are: [O:1]1[CH:5]=[CH:4][CH:3]=[C:2]1[C:6]1[N:10]([C:11]2[CH:16]=[CH:15][CH:14]=[C:13](I)[CH:12]=2)[N:9]=[C:8]([C:18]([F:21])([F:20])[F:19])[CH:7]=1.[B:22]1([B:22]2[O:26][C:25]([CH3:28])([CH3:27])[C:24]([CH3:30])([CH3:29])[O:23]2)[O:26][C:25]([CH3:28])([CH3:27])[C:24]([CH3:30])([CH3:29])[O:23]1.C([O-])(=O)C.[K+]. (2) Given the product [Cl:1][C:2]1[CH:7]=[C:6]([I:8])[CH:5]=[C:4]([Cl:9])[C:3]=1[CH:21]=[O:22], predict the reactants needed to synthesize it. The reactants are: [Cl:1][C:2]1[CH:7]=[C:6]([I:8])[CH:5]=[C:4]([Cl:9])[CH:3]=1.[Li+].CC([N-]C(C)C)C.CN([CH:21]=[O:22])C. (3) Given the product [F:17][C:12]1[CH:11]=[C:10]([C:8]#[C:9][C:2]2[CH:3]=[N:4][CH:5]=[CH:6][CH:7]=2)[CH:15]=[CH:14][C:13]=1[F:16], predict the reactants needed to synthesize it. The reactants are: I[C:2]1[CH:3]=[N:4][CH:5]=[CH:6][CH:7]=1.[C:8]([C:10]1[CH:15]=[CH:14][C:13]([F:16])=[C:12]([F:17])[CH:11]=1)#[CH:9].